Dataset: Peptide-MHC class II binding affinity with 134,281 pairs from IEDB. Task: Regression. Given a peptide amino acid sequence and an MHC pseudo amino acid sequence, predict their binding affinity value. This is MHC class II binding data. (1) The peptide sequence is GADQGCAINFGKREL. The MHC is HLA-DQA10201-DQB10303 with pseudo-sequence HLA-DQA10201-DQB10303. The binding affinity (normalized) is 0.368. (2) The binding affinity (normalized) is 0.133. The peptide sequence is KKDLISYGGGWRLSA. The MHC is DRB1_0301 with pseudo-sequence DRB1_0301. (3) The peptide sequence is AFKLDGDNLFPKV. The binding affinity (normalized) is 0.429. The MHC is HLA-DQA10501-DQB10201 with pseudo-sequence HLA-DQA10501-DQB10201. (4) The peptide sequence is KTFEREYPTIKQKKPHHHHHH. The MHC is DRB1_0404 with pseudo-sequence DRB1_0404. The binding affinity (normalized) is 0.451. (5) The binding affinity (normalized) is 0.348. The peptide sequence is SQDLERSWNLNGLQAY. The MHC is DRB1_0802 with pseudo-sequence DRB1_0802. (6) The peptide sequence is GKLFTQTMKGVERLA. The MHC is DRB1_0701 with pseudo-sequence DRB1_0701. The binding affinity (normalized) is 0.396. (7) The peptide sequence is KIYHKCDNACIGSIR. The MHC is DRB1_1501 with pseudo-sequence DRB1_1501. The binding affinity (normalized) is 0.171. (8) The MHC is HLA-DQA10104-DQB10503 with pseudo-sequence HLA-DQA10104-DQB10503. The binding affinity (normalized) is 0. The peptide sequence is LVDANGTLHDKKSMG. (9) The peptide sequence is FSQPEQEFPQPQ. The MHC is DRB1_0301 with pseudo-sequence DRB1_0301. The binding affinity (normalized) is 0. (10) The peptide sequence is GAEVHIGNGGPCLFM. The MHC is HLA-DPA10103-DPB10401 with pseudo-sequence HLA-DPA10103-DPB10401. The binding affinity (normalized) is 0.132.